Dataset: Catalyst prediction with 721,799 reactions and 888 catalyst types from USPTO. Task: Predict which catalyst facilitates the given reaction. Reactant: I[C:2]1[CH:3]=[C:4]([N:11]2[CH2:16][CH2:15][O:14][CH2:13][CH2:12]2)[CH:5]=[C:6]([N+:8]([O-:10])=[O:9])[CH:7]=1.[B:17]1([B:17]2[O:21][C:20]([CH3:23])([CH3:22])[C:19]([CH3:25])([CH3:24])[O:18]2)[O:21][C:20]([CH3:23])([CH3:22])[C:19]([CH3:25])([CH3:24])[O:18]1.CC([O-])=O.[K+]. Product: [N+:8]([C:6]1[CH:5]=[C:4]([N:11]2[CH2:16][CH2:15][O:14][CH2:13][CH2:12]2)[CH:3]=[C:2]([B:17]2[O:21][C:20]([CH3:23])([CH3:22])[C:19]([CH3:25])([CH3:24])[O:18]2)[CH:7]=1)([O-:10])=[O:9]. The catalyst class is: 16.